This data is from Full USPTO retrosynthesis dataset with 1.9M reactions from patents (1976-2016). The task is: Predict the reactants needed to synthesize the given product. (1) Given the product [C:19]([CH2:21][CH2:22][N:23]([CH3:24])[C:16](=[O:17])[CH2:6][N:8]1[CH2:9][CH2:10][NH:11][CH2:12][CH2:13]1)#[N:20], predict the reactants needed to synthesize it. The reactants are: C(O[C:6]([N:8]1[CH2:13][CH2:12][NH:11][CH2:10][CH2:9]1)=O)(C)(C)C.ClC[C:16](Cl)=[O:17].[C:19]([CH2:21][CH2:22][NH:23][CH3:24])#[N:20]. (2) Given the product [CH2:1]([C@@:5]1([CH2:28][CH3:29])[N:11]=[C:10]([C:12]2[CH:13]=[CH:14][CH:15]=[CH:16][CH:17]=2)[C:9]2[CH:18]=[C:19]([O:24][CH3:25])[C:20]([C:22]#[N:23])=[CH:21][C:8]=2[S:7](=[O:26])(=[O:27])[CH2:6]1)[CH2:2][CH2:3][CH3:4], predict the reactants needed to synthesize it. The reactants are: [CH2:1]([C@@:5]1([CH2:28][CH3:29])[NH:11][C@H:10]([C:12]2[CH:17]=[CH:16][CH:15]=[CH:14][CH:13]=2)[C:9]2[CH:18]=[C:19]([O:24][CH3:25])[C:20]([C:22]#[N:23])=[CH:21][C:8]=2[S:7](=[O:27])(=[O:26])[CH2:6]1)[CH2:2][CH2:3][CH3:4].C(C1C(=O)C(Cl)=C(Cl)C(=O)C=1C#N)#N. (3) The reactants are: I[CH2:2][C@@H:3]1[CH2:12][C:11]2[C:6](=[CH:7][CH:8]=[CH:9][CH:10]=2)[C:5](=[O:13])[NH:4]1.[CH2:14]([O:21][C:22]1[CH:27]=[C:26](I)[CH:25]=[CH:24][C:23]=1[N:29]1[S:33](=[O:35])(=[O:34])[N:32]([CH2:36][CH2:37][Si:38]([CH3:41])([CH3:40])[CH3:39])[C:31](=[O:42])[CH2:30]1)[C:15]1[CH:20]=[CH:19][CH:18]=[CH:17][CH:16]=1. Given the product [CH2:14]([O:21][C:22]1[CH:27]=[C:26]([CH:25]=[CH:24][C:23]=1[N:29]1[CH2:30][C:31](=[O:42])[N:32]([CH2:36][CH2:37][Si:38]([CH3:39])([CH3:40])[CH3:41])[S:33]1(=[O:34])=[O:35])[CH2:2][C@@H:3]1[CH2:12][C:11]2[C:6](=[CH:7][CH:8]=[CH:9][CH:10]=2)[C:5](=[O:13])[NH:4]1)[C:15]1[CH:20]=[CH:19][CH:18]=[CH:17][CH:16]=1, predict the reactants needed to synthesize it. (4) The reactants are: C([O:8][C:9](=[O:45])[CH2:10][C@@H:11]([N:25]1[CH:29]=[CH:28][C:27]([C:30]2[CH:35]=[CH:34][C:33]([C:36]3[CH:41]=[CH:40][C:39]([C:42](=[O:44])[NH2:43])=[CH:38][CH:37]=3)=[CH:32][CH:31]=2)=[CH:26]1)[C:12]([NH:14][C@@H:15]([CH2:18][C:19]1[CH:24]=[CH:23][CH:22]=[CH:21][CH:20]=1)[CH2:16][OH:17])=[O:13])C1C=CC=CC=1.C([C@H](NC(=O)[C@H](N1C=CC(C2C=CC(C3C=CC(C(=O)N)=CC=3)=CC=2)=C1)CC(O)=O)CO)C1C=CC=CC=1.[K+].[Br-]. Given the product [CH2:18]([CH:15]([NH:14][C:12](=[O:13])[C@H:11]([N:25]1[CH:29]=[CH:28][C:27]([C:30]2[CH:35]=[CH:34][C:33]([C:36]3[CH:41]=[CH:40][C:39]([C:42](=[O:44])[NH2:43])=[CH:38][CH:37]=3)=[CH:32][CH:31]=2)=[CH:26]1)[CH2:10][C:9]([OH:45])=[O:8])[CH2:16][OH:17])[C:19]1[CH:24]=[CH:23][CH:22]=[CH:21][CH:20]=1, predict the reactants needed to synthesize it. (5) Given the product [CH3:28][N:29]([C@@H:30]1[CH2:34][CH2:33][NH:32][CH2:31]1)[C:25]([C:10]1[CH:9]=[C:8]([C:5]2[CH:6]=[CH:7][C:2]([CH3:1])=[CH:3][CH:4]=2)[CH:13]=[C:12]([C:14]([NH:15][CH2:16][C:17]2[CH:18]=[N:19][C:20]([CH3:23])=[CH:21][CH:22]=2)=[O:24])[CH:11]=1)=[O:26], predict the reactants needed to synthesize it. The reactants are: [CH3:1][C:2]1[CH:7]=[CH:6][C:5]([C:8]2[CH:13]=[C:12]([C:14](=[O:24])[NH:15][CH2:16][C:17]3[CH:18]=[N:19][C:20]([CH3:23])=[CH:21][CH:22]=3)[CH:11]=[C:10]([C:25](O)=[O:26])[CH:9]=2)=[CH:4][CH:3]=1.[CH3:28][NH:29][C@@H:30]1[CH2:34][CH2:33][NH:32][CH2:31]1.F[P-](F)(F)(F)(F)F.C[N+](C)=C(N(C)C)ON1C2N=CC=CC=2N=N1.C(N(CC)C(C)C)(C)C. (6) Given the product [F:28][C:29]1[C:34]([F:35])=[C:33]([O:25][CH2:22][CH2:6][CH2:7][CH2:2][CH2:3][CH2:4][CH2:5][CH3:8])[CH:32]=[CH:31][C:30]=1[C:6]1[C:5]([C:8]2[CH:13]=[CH:12][C:11]([O:14][CH2:15][CH2:16][CH2:17][CH2:18][CH2:19][CH2:20][OH:21])=[CH:10][CH:9]=2)=[CH:4][CH:3]=[CH:2][CH:7]=1, predict the reactants needed to synthesize it. The reactants are: Br[C:2]1[CH:7]=[CH:6][C:5]([C:8]2[CH:13]=[CH:12][C:11]([O:14][CH2:15][CH2:16][CH2:17][CH2:18][CH2:19][CH2:20][OH:21])=[CH:10][CH:9]=2)=[CH:4][CH:3]=1.[C:22](=[O:25])([O-])[O-].[Na+].[Na+].[F:28][C:29]1[C:34]([F:35])=[CH:33][CH:32]=[CH:31][C:30]=1B(O)OOCCCCCCCC. (7) Given the product [CH3:33][S:34]([OH:37])(=[O:36])=[O:35].[S:1]1[C:5]2[CH:6]=[CH:7][CH:8]=[CH:9][C:4]=2[C:3]([N:10]2[CH2:15][CH2:14][N:13]([CH2:16][CH2:17][CH2:18][C:19]3[CH:20]=[C:21]4[C:25](=[CH:26][CH:27]=3)[C:24]([CH3:28])([CH3:29])[C:23](=[O:30])[C:22]4([CH3:32])[CH3:31])[CH2:12][CH2:11]2)=[N:2]1, predict the reactants needed to synthesize it. The reactants are: [S:1]1[C:5]2[CH:6]=[CH:7][CH:8]=[CH:9][C:4]=2[C:3]([N:10]2[CH2:15][CH2:14][N:13]([CH2:16][CH2:17][CH2:18][C:19]3[CH:20]=[C:21]4[C:25](=[CH:26][CH:27]=3)[C:24]([CH3:29])([CH3:28])[C:23](=[O:30])[C:22]4([CH3:32])[CH3:31])[CH2:12][CH2:11]2)=[N:2]1.[CH3:33][S:34]([OH:37])(=[O:36])=[O:35].